This data is from Forward reaction prediction with 1.9M reactions from USPTO patents (1976-2016). The task is: Predict the product of the given reaction. (1) Given the reactants [CH3:1][C:2]([CH3:8])([CH3:7])[CH2:3][C:4](Cl)=[O:5].[Br:9][C:10]1[CH:16]=[C:15]([C:17]([F:20])([F:19])[F:18])[C:13]([NH2:14])=[C:12]([Cl:21])[CH:11]=1.O, predict the reaction product. The product is: [Br:9][C:10]1[CH:16]=[C:15]([C:17]([F:20])([F:19])[F:18])[C:13]([NH:14][C:4](=[O:5])[CH2:3][C:2]([CH3:8])([CH3:7])[CH3:1])=[C:12]([Cl:21])[CH:11]=1. (2) Given the reactants [CH2:1]([C:5]1[N:6]=[C:7]([CH3:27])[NH:8][C:9](=[O:26])[C:10]=1[CH2:11][C:12]1[CH:17]=[CH:16][C:15]([C:18]2[C:19]([C:24]#[N:25])=[CH:20][CH:21]=[CH:22][CH:23]=2)=[CH:14][CH:13]=1)[CH2:2][CH2:3][CH3:4].C(=O)([O-])[O-].[K+].[K+].Cl.Cl[CH2:36][C:37]1[CH:46]=[CH:45][C:44]2[C:39](=[CH:40][CH:41]=[CH:42][CH:43]=2)[N:38]=1.CN(C)C=O, predict the reaction product. The product is: [CH2:1]([C:5]1[N:6]=[C:7]([CH3:27])[N:8]([CH2:36][C:37]2[CH:46]=[CH:45][C:44]3[C:39](=[CH:40][CH:41]=[CH:42][CH:43]=3)[N:38]=2)[C:9](=[O:26])[C:10]=1[CH2:11][C:12]1[CH:17]=[CH:16][C:15]([C:18]2[C:19]([C:24]#[N:25])=[CH:20][CH:21]=[CH:22][CH:23]=2)=[CH:14][CH:13]=1)[CH2:2][CH2:3][CH3:4].